Predict the product of the given reaction. From a dataset of Forward reaction prediction with 1.9M reactions from USPTO patents (1976-2016). (1) Given the reactants [Si:1]([O:8][C@@H:9]1[C@@:28]2([CH3:29])[C:13](=[CH:14][CH:15]=[C:16]3[C@@H:27]2[CH2:26][CH2:25][C@@:24]2([CH3:30])[C@H:17]3[CH2:18][CH:19]=[C:20]2[C:21](=[O:23])[CH3:22])[CH2:12][C@@H:11]([O:31][Si:32]([C:35]([CH3:38])([CH3:37])[CH3:36])([CH3:34])[CH3:33])[CH2:10]1)([C:4]([CH3:7])([CH3:6])[CH3:5])([CH3:3])[CH3:2].CCCCCC.[Cl-].C[Al+]C.B1(C)OC(C2C=CC=CC=2)(C2C=CC=CC=2)[C@@H]2N1CCC2, predict the reaction product. The product is: [Si:1]([O:8][C@@H:9]1[C@@:28]2([CH3:29])[C:13](=[CH:14][CH:15]=[C:16]3[C@@H:27]2[CH2:26][CH2:25][C@@:24]2([CH3:30])[C@H:17]3[CH2:18][CH:19]=[C:20]2[C@@H:21]([OH:23])[CH3:22])[CH2:12][C@@H:11]([O:31][Si:32]([C:35]([CH3:36])([CH3:38])[CH3:37])([CH3:33])[CH3:34])[CH2:10]1)([C:4]([CH3:7])([CH3:6])[CH3:5])([CH3:3])[CH3:2]. (2) Given the reactants [C:1]1([O:7][C:8](Cl)=[O:9])[CH:6]=[CH:5][CH:4]=[CH:3][CH:2]=1.[NH2:11][C:12]1[S:13][C:14]([C:17]([CH3:20])([CH3:19])[CH3:18])=[N:15][N:16]=1.N1C=CC=CC=1, predict the reaction product. The product is: [C:17]([C:14]1[S:13][C:12]([NH:11][C:8](=[O:9])[O:7][C:1]2[CH:6]=[CH:5][CH:4]=[CH:3][CH:2]=2)=[N:16][N:15]=1)([CH3:20])([CH3:19])[CH3:18].